Binary Classification. Given a drug SMILES string, predict its activity (active/inactive) in a high-throughput screening assay against a specified biological target. From a dataset of HIV replication inhibition screening data with 41,000+ compounds from the AIDS Antiviral Screen. (1) The compound is N=C1NN(c2ccccc2)C(=O)C1C(=O)CCC(=O)Nc1cccc(C(F)(F)F)c1. The result is 0 (inactive). (2) The drug is CC12CC(OC1=O)C(=O)c1ccccc12. The result is 0 (inactive). (3) The compound is CN(C)CCN1C(=O)CC(c2ccccc2)Sc2ccccc21. The result is 0 (inactive). (4) The drug is COc1ccccc1N1C(=O)C(=Cc2ccc(N(CCC#N)CCC#N)cc2C)N=C1c1cc([N+](=O)[O-])ccc1Cl. The result is 0 (inactive). (5) The molecule is CC1=[N+]2[N-]C(N(C)C)=[S+][Cu-3]23[O+](c2ccccc21)[Cu-3]12[S+]=C(N(C)C)[N-][N+]1=C(C)c1ccccc1[O+]32. The result is 0 (inactive). (6) The compound is COC(=O)CCC(NC(=O)OC(C)(C)C)C(=O)NC(Cc1ccc([N+](=O)[O-])cc1)C(=O)NCC(=O)OCc1ccccc1. The result is 0 (inactive). (7) The compound is O=C1OC(c2ccccc2)(c2ccccc2)C(=O)OC1(c1ccccc1)c1ccccc1. The result is 0 (inactive).